Dataset: Full USPTO retrosynthesis dataset with 1.9M reactions from patents (1976-2016). Task: Predict the reactants needed to synthesize the given product. (1) Given the product [C:24]([NH:23][C:21]([C:20]1[C:14]2[C:15](=[N:16][CH:17]=[C:12]([NH:36][C@H:37]3[CH2:42][CH2:41][N:40]([C:43]([O:45][C:46]([CH3:49])([CH3:48])[CH3:47])=[O:44])[C@@H:39]([CH3:50])[CH2:38]3)[N:13]=2)[N:18]([CH2:28][O:29][CH2:30][CH2:31][Si:32]([CH3:35])([CH3:34])[CH3:33])[CH:19]=1)=[O:22])([CH3:27])([CH3:26])[CH3:25], predict the reactants needed to synthesize it. The reactants are: CC1CCCCN1C([O-])=O.Br[C:12]1[N:13]=[C:14]2[C:20]([C:21]([NH:23][C:24]([CH3:27])([CH3:26])[CH3:25])=[O:22])=[CH:19][N:18]([CH2:28][O:29][CH2:30][CH2:31][Si:32]([CH3:35])([CH3:34])[CH3:33])[C:15]2=[N:16][CH:17]=1.[NH2:36][C@H:37]1[CH2:42][CH2:41][N:40]([C:43]([O:45][C:46]([CH3:49])([CH3:48])[CH3:47])=[O:44])[C@@H:39]([CH3:50])[CH2:38]1.C([O-])([O-])=O.[Cs+].[Cs+]. (2) Given the product [Br:1][C:2]1[CH:11]=[C:10]2[C:5]([C:6]([NH2:15])=[C:7]([NH:12][CH2:11][CH:2]3[CH2:25][CH2:23][O:26][CH2:4][CH2:3]3)[CH:8]=[N:9]2)=[CH:4][CH:3]=1, predict the reactants needed to synthesize it. The reactants are: [Br:1][C:2]1[CH:11]=[C:10]2[C:5]([C:6]([NH:15]CC3CCOCC3)=[C:7]([N+:12]([O-])=O)[CH:8]=[N:9]2)=[CH:4][CH:3]=1.[CH:23]([OH:26])([CH3:25])C. (3) Given the product [CH3:19][S:20]([O:9][CH2:8][CH2:7][O:6][C:5]1[CH:10]=[CH:11][C:2]([Br:1])=[CH:3][CH:4]=1)(=[O:22])=[O:21], predict the reactants needed to synthesize it. The reactants are: [Br:1][C:2]1[CH:11]=[CH:10][C:5]([O:6][CH2:7][CH2:8][OH:9])=[CH:4][CH:3]=1.C(N(CC)CC)C.[CH3:19][S:20](Cl)(=[O:22])=[O:21]. (4) Given the product [NH2:16][CH2:15][CH2:14][NH:13][C:11](=[O:12])[C:10]1[CH:24]=[CH:25][C:26](/[CH:28]=[CH:29]/[CH:30]([C:35]2[CH:40]=[C:39]([Cl:41])[C:38]([Cl:42])=[C:37]([Cl:43])[CH:36]=2)[C:31]([F:34])([F:32])[F:33])=[CH:27][C:9]=1[Br:8], predict the reactants needed to synthesize it. The reactants are: C(O)(C(F)(F)F)=O.[Br:8][C:9]1[CH:27]=[C:26](/[CH:28]=[CH:29]/[CH:30]([C:35]2[CH:40]=[C:39]([Cl:41])[C:38]([Cl:42])=[C:37]([Cl:43])[CH:36]=2)[C:31]([F:34])([F:33])[F:32])[CH:25]=[CH:24][C:10]=1[C:11]([NH:13][CH2:14][CH2:15][NH:16]C(=O)OC(C)(C)C)=[O:12]. (5) Given the product [NH2:39][CH:40]1[CH2:44][CH2:43][N:42]([C:26]([N:11]2[CH2:12][CH:13]([C:15]3[CH:16]=[CH:17][C:18]([O:21][C:22]([F:24])([F:25])[F:23])=[CH:19][CH:20]=3)[CH2:14][CH:9]([C:7]3[O:6][N:5]=[C:4]([CH:1]4[CH2:3][CH2:2]4)[N:8]=3)[CH2:10]2)=[O:27])[CH2:41]1, predict the reactants needed to synthesize it. The reactants are: [CH:1]1([C:4]2[N:8]=[C:7]([CH:9]3[CH2:14][CH:13]([C:15]4[CH:20]=[CH:19][C:18]([O:21][C:22]([F:25])([F:24])[F:23])=[CH:17][CH:16]=4)[CH2:12][N:11]([C:26](OC4C=CC([N+]([O-])=O)=CC=4)=[O:27])[CH2:10]3)[O:6][N:5]=2)[CH2:3][CH2:2]1.Cl.[NH2:39][CH:40]1[CH2:44][CH2:43][NH:42][CH2:41]1. (6) Given the product [F:1][C:2]1[CH:3]=[C:4]([CH:18]=[C:19]([F:21])[CH:20]=1)[CH2:5][C@H:6]1[C@@H:10]([C@H:11]2[CH2:16][C@H:14]([OH:15])[CH2:13][N:12]2[CH:26]([C:25]2[CH:24]=[CH:23][CH:48]=[CH:47][CH:46]=2)[C:27]2[CH:31]=[CH:32][CH:37]=[CH:52][CH:50]=2)[O:9][C:8](=[O:17])[NH:7]1, predict the reactants needed to synthesize it. The reactants are: [F:1][C:2]1[CH:3]=[C:4]([CH:18]=[C:19]([F:21])[CH:20]=1)[CH2:5][C@H:6]1[C@@H:10]([CH:11]2[CH2:16][O:15][CH2:14][CH2:13][NH:12]2)[O:9][C:8](=[O:17])[NH:7]1.F[C:23]1[CH:24]=[C:25]([CH:46]=[C:47](F)[CH:48]=1)[CH2:26][C@H:27]1[C@@H:31]([CH:32]2[CH2:37]OCCN2C(OC(C)(C)C)=O)OC(=O)N1.[C:50](O)([C:52](F)(F)F)=O.